Task: Predict the reactants needed to synthesize the given product.. Dataset: Full USPTO retrosynthesis dataset with 1.9M reactions from patents (1976-2016) Given the product [Cl:1][C:2]1[N:6]([CH3:7])[N:5]=[C:4]([C:8]([F:11])([F:10])[F:9])[C:3]=1[C:12]([Cl:17])=[O:14], predict the reactants needed to synthesize it. The reactants are: [Cl:1][C:2]1[N:6]([CH3:7])[N:5]=[C:4]([C:8]([F:11])([F:10])[F:9])[C:3]=1[C:12]([OH:14])=O.S(Cl)([Cl:17])=O.